Dataset: Catalyst prediction with 721,799 reactions and 888 catalyst types from USPTO. Task: Predict which catalyst facilitates the given reaction. (1) Reactant: [H-].[Na+].[I-].[CH3:4][S+](C)(C)=O.[H][H].[CH3:11][O:12][C:13]([N:15]1[C@@H:23]2[C@@H:18]([CH2:19][CH2:20][CH2:21][CH2:22]2)[CH:17]=[C:16]1[C:24]([O:26][CH3:27])=[O:25])=[O:14]. The catalyst class is: 148. Product: [CH3:11][O:12][C:13]([N:15]1[C@@H:23]2[C@@H:18]([CH2:19][CH2:20][CH2:21][CH2:22]2)[CH:17]2[CH2:4][C:16]12[C:24]([O:26][CH3:27])=[O:25])=[O:14]. (2) Reactant: [NH2:1][CH2:2][C@@H:3]1[C@@H:10]2[CH:6]([O:7][C:8]([CH3:12])([CH3:11])[O:9]2)[C@H:5]([N:13]2[CH:21]=[N:20][C:19]3[C:14]2=[N:15][CH:16]=[N:17][C:18]=3[NH2:22])[O:4]1.[CH3:23]N(C=O)C.IC(C)C.C([O-])([O-])=O.[K+].[K+]. Product: [CH3:11][C:8]1([CH3:12])[O:9][C@@H:10]2[C@@H:3]([CH2:2][NH:1][CH3:23])[O:4][C@@H:5]([N:13]3[CH:21]=[N:20][C:19]4[C:14]3=[N:15][CH:16]=[N:17][C:18]=4[NH2:22])[C@@H:6]2[O:7]1. The catalyst class is: 23. (3) Reactant: Cl[C:2]1[CH:3]=[N:4][CH:5]=[C:6](Cl)[C:7]=1[NH:8][C:9]([C:11]1[C:19]2[C:18]3[CH:20]=[C:21]([NH:24][C:25](=[O:27])[CH3:26])[CH:22]=[CH:23][C:17]=3[O:16][C:15]=2[C:14]([O:28][CH3:29])=[CH:13][CH:12]=1)=[O:10].[OH-].[NH4+]. Product: [N:4]1[CH:3]=[CH:2][C:7]([NH:8][C:9]([C:11]2[C:19]3[C:18]4[CH:20]=[C:21]([NH:24][C:25](=[O:27])[CH3:26])[CH:22]=[CH:23][C:17]=4[O:16][C:15]=3[C:14]([O:28][CH3:29])=[CH:13][CH:12]=2)=[O:10])=[CH:6][CH:5]=1. The catalyst class is: 123. (4) Reactant: [F:1][C:2]1[CH:10]=[CH:9][C:8]([CH2:11][C:12]2[C:21]3[C:16](=[CH:17][CH:18]=[CH:19][CH:20]=3)[C:15](=[O:22])[NH:14][N:13]=2)=[CH:7][C:3]=1[C:4](O)=[O:5].F[P-](F)(F)(F)(F)F.C[N+](C)=C(N(C)C)O.Cl.[Br:39][C:40]1[N:41]=[C:42]([C:49]([F:52])([F:51])[F:50])[N:43]2[CH2:48][CH2:47][NH:46][CH2:45][C:44]=12.C(N(CC)C(C)C)(C)C. Product: [Br:39][C:40]1[N:41]=[C:42]([C:49]([F:51])([F:50])[F:52])[N:43]2[CH2:48][CH2:47][N:46]([C:4]([C:3]3[CH:7]=[C:8]([CH2:11][C:12]4[C:21]5[C:16](=[CH:17][CH:18]=[CH:19][CH:20]=5)[C:15](=[O:22])[NH:14][N:13]=4)[CH:9]=[CH:10][C:2]=3[F:1])=[O:5])[CH2:45][C:44]=12. The catalyst class is: 35. (5) Reactant: [CH3:1][O:2][C:3]1[CH:4]=[CH:5][C:6]([N+:12]([O-:14])=[O:13])=[C:7]([CH:11]=1)[C:8]([OH:10])=O.CN(C=O)C.C(Cl)(=O)C(Cl)=O.[F:26][C:27]1([F:40])[O:32][C:31]2[CH:33]=[CH:34][C:35]([NH2:37])=[CH:36][C:30]=2[O:29][C:28]1([F:39])[F:38]. Product: [CH3:1][O:2][C:3]1[CH:4]=[CH:5][C:6]([N+:12]([O-:14])=[O:13])=[C:7]([CH:11]=1)[C:8]([NH:37][C:35]1[CH:34]=[CH:33][C:31]2[O:32][C:27]([F:40])([F:26])[C:28]([F:38])([F:39])[O:29][C:30]=2[CH:36]=1)=[O:10]. The catalyst class is: 168. (6) Reactant: [S:1]1[C:5]2[NH:6][C:7]([C:9]([O:11][CH3:12])=[O:10])=[CH:8][C:4]=2[CH:3]=[CH:2]1.[Cl:13]N1C(=O)CCC1=O.[OH-].[Na+]. Product: [Cl:13][C:2]1[S:1][C:5]2[NH:6][C:7]([C:9]([O:11][CH3:12])=[O:10])=[CH:8][C:4]=2[CH:3]=1. The catalyst class is: 22. (7) Product: [F:34][C:31]([F:32])([F:33])[C:21]1[CH:20]=[C:19]([S:18][CH2:17][C:14]2[CH:15]=[CH:16][C:11]([CH2:10][NH:9][CH2:8][CH2:7][C:6]([OH:35])=[O:5])=[CH:12][CH:13]=2)[CH:24]=[CH:23][C:22]=1[C:25]1[CH:26]=[CH:27][CH:28]=[CH:29][CH:30]=1. The catalyst class is: 2. Reactant: C([O:5][C:6](=[O:35])[CH2:7][CH2:8][NH:9][CH2:10][C:11]1[CH:16]=[CH:15][C:14]([CH2:17][S:18][C:19]2[CH:24]=[CH:23][C:22]([C:25]3[CH:30]=[CH:29][CH:28]=[CH:27][CH:26]=3)=[C:21]([C:31]([F:34])([F:33])[F:32])[CH:20]=2)=[CH:13][CH:12]=1)(C)(C)C.C([SiH](CC)CC)C.C(O)(C(F)(F)F)=O.